Dataset: Aqueous solubility values for 9,982 compounds from the AqSolDB database. Task: Regression/Classification. Given a drug SMILES string, predict its absorption, distribution, metabolism, or excretion properties. Task type varies by dataset: regression for continuous measurements (e.g., permeability, clearance, half-life) or binary classification for categorical outcomes (e.g., BBB penetration, CYP inhibition). For this dataset (solubility_aqsoldb), we predict Y. (1) The compound is O=[N+]([O-])c1c2ccccc2cc2ccccc12. The Y is -6.29 log mol/L. (2) The compound is O=C(O)CCCOc1ccc(Cl)cc1Cl. The Y is -3.57 log mol/L. (3) The drug is BrC1CCCCC1. The Y is -2.29 log mol/L. (4) The compound is COc1cc(S(=O)(=O)[O-])c(C)cc1NC(=O)C(N=Nc1ccc(-c2nc3ccc(C)c(S(=O)(=O)[O-])c3s2)cc1)C(C)=O.[Na+].[Na+]. The Y is -0.916 log mol/L. (5) The drug is CCOP(=S)(CC)Oc1cc(Cl)c(Cl)cc1Cl. The Y is -5.75 log mol/L. (6) The compound is CC(C)C(=O)OOC(C)(C)C. The Y is -1.61 log mol/L. (7) The compound is CC(F)(F)Cl. The Y is -1.72 log mol/L.